This data is from Forward reaction prediction with 1.9M reactions from USPTO patents (1976-2016). The task is: Predict the product of the given reaction. (1) Given the reactants [F:1][C:2]1[C:32]([F:33])=[CH:31][C:5]2[NH:6][C:7]([NH:9][C:10]3[CH:15]=[CH:14][C:13]([O:16][C:17]4[C:22]([C:23]5[CH:28]=[CH:27][N:26]=[C:25](SC)[N:24]=5)=[CH:21][CH:20]=[CH:19][N:18]=4)=[CH:12][CH:11]=3)=[N:8][C:4]=2[CH:3]=1.O[O:35][S:36]([O-:38])=O.[K+].[C:40]([O-])(O)=O.[Na+], predict the reaction product. The product is: [F:1][C:2]1[C:32]([F:33])=[CH:31][C:5]2[NH:6][C:7]([NH:9][C:10]3[CH:15]=[CH:14][C:13]([O:16][C:17]4[C:22]([C:23]5[CH:28]=[CH:27][N:26]=[C:25]([S:36]([CH3:40])(=[O:38])=[O:35])[N:24]=5)=[CH:21][CH:20]=[CH:19][N:18]=4)=[CH:12][CH:11]=3)=[N:8][C:4]=2[CH:3]=1. (2) The product is: [CH2:1]([O:8][C:9]1[CH:14]=[N:13][NH:12][C:11](=[O:21])[CH:10]=1)[C:2]1[CH:7]=[CH:6][CH:5]=[CH:4][CH:3]=1. Given the reactants [CH2:1]([O:8][C:9]1[CH:14]=[N:13][N:12](C2CCCCO2)[C:11](=[O:21])[CH:10]=1)[C:2]1[CH:7]=[CH:6][CH:5]=[CH:4][CH:3]=1.Cl, predict the reaction product. (3) Given the reactants O1CCOCC1.Cl.C(OC([NH:15][CH2:16][C:17]([NH:19][C@@H:20]1[CH2:24][CH2:23][N:22]([CH2:25][C:26]2[CH:31]=[CH:30][C:29]([Cl:32])=[CH:28][CH:27]=2)[CH2:21]1)=[O:18])=O)(C)(C)C, predict the reaction product. The product is: [NH2:15][CH2:16][C:17]([NH:19][C@@H:20]1[CH2:24][CH2:23][N:22]([CH2:25][C:26]2[CH:27]=[CH:28][C:29]([Cl:32])=[CH:30][CH:31]=2)[CH2:21]1)=[O:18]. (4) Given the reactants [NH2:1][C:2]1[CH:3]=[CH:4][C:5]([O:8][C:9](=[O:18])[N:10]([CH3:17])[C:11]2[CH:16]=[CH:15][CH:14]=[CH:13][CH:12]=2)=[N:6][CH:7]=1.[CH3:19][C:20]1([CH3:27])[CH2:25][C:24](=[O:26])[O:23][C:21]1=[O:22], predict the reaction product. The product is: [CH3:19][C:20]([CH3:27])([CH2:25][C:24]([NH:1][C:2]1[CH:7]=[N:6][C:5]([O:8][C:9](=[O:18])[N:10]([CH3:17])[C:11]2[CH:16]=[CH:15][CH:14]=[CH:13][CH:12]=2)=[CH:4][CH:3]=1)=[O:26])[C:21]([OH:23])=[O:22]. (5) Given the reactants [N:1]1[NH:2][C:3](=[O:8])[NH:4][C:5](=[O:7])[CH:6]=1.[Br:9]Br.N, predict the reaction product. The product is: [Br:9][C:6]1[C:5](=[O:7])[NH:4][C:3](=[O:8])[NH:2][N:1]=1. (6) Given the reactants C[Mg]Br.[Br:4][C:5]1[CH:6]=[C:7]2[C:12](=[CH:13][CH:14]=1)[C:11](=O)[CH2:10][CH2:9][C:8]2([CH3:17])[CH3:16].[C:18]1(C)C=CC(S(O)(=O)=O)=CC=1.O, predict the reaction product. The product is: [Br:4][C:5]1[CH:6]=[C:7]2[C:12]([C:11]([CH3:18])=[CH:10][CH2:9][C:8]2([CH3:17])[CH3:16])=[CH:13][CH:14]=1. (7) Given the reactants Cl.Cl.ClC1C=CC(C2C3C4CCNCCC4NC=3C=CC=2)=CC=1.[Cl:24][C:25]1[CH:48]=[CH:47][CH:46]=[CH:45][C:26]=1[O:27][CH2:28][CH2:29][CH2:30][C:31]1[C:32]2[C:33]3[CH2:44][CH2:43][NH:42][CH2:41][CH2:40][C:34]=3[NH:35][C:36]=2[CH:37]=[CH:38][CH:39]=1, predict the reaction product. The product is: [Cl:24][C:25]1[CH:48]=[CH:47][CH:46]=[CH:45][C:26]=1[O:27][CH2:28][CH2:29][CH2:30][C:31]1[C:32]2[C@@H:33]3[CH2:44][CH2:43][NH:42][CH2:41][CH2:40][C@@H:34]3[NH:35][C:36]=2[CH:37]=[CH:38][CH:39]=1. (8) Given the reactants [O:1]=[C:2]1[CH2:7][CH2:6][N:5]([C:8]([O:10][CH2:11][C:12]2[CH:17]=[CH:16][CH:15]=[CH:14][CH:13]=2)=[O:9])[CH2:4][CH2:3]1.C1C=CC(N([S:25]([C:28]([F:31])([F:30])[F:29])(=[O:27])=[O:26])[S:25]([C:28]([F:31])([F:30])[F:29])(=[O:27])=[O:26])=CC=1.C[Si](C)(C)[N-][Si](C)(C)C.[Li+], predict the reaction product. The product is: [F:29][C:28]([F:31])([F:30])[S:25]([O:1][C:2]1[CH2:7][CH2:6][N:5]([C:8]([O:10][CH2:11][C:12]2[CH:17]=[CH:16][CH:15]=[CH:14][CH:13]=2)=[O:9])[CH2:4][CH:3]=1)(=[O:27])=[O:26]. (9) Given the reactants [CH:1]([C:3]1[C:16]([OH:17])=[CH:15][C:14]2[C@:13]34[CH2:18][CH2:19][N:20]([C:21]([O:23][CH2:24][C:25]5[CH:30]=[CH:29][CH:28]=[CH:27][CH:26]=5)=[O:22])[C@@H:7]([C@@H:8]3[CH2:9][CH2:10][CH2:11][CH2:12]4)[CH2:6][C:5]=2[CH:4]=1)=[O:2].[BH4-].[Na+], predict the reaction product. The product is: [OH:17][C:16]1[C:3]([CH2:1][OH:2])=[CH:4][C:5]2[CH2:6][C@H:7]3[N:20]([C:21]([O:23][CH2:24][C:25]4[CH:30]=[CH:29][CH:28]=[CH:27][CH:26]=4)=[O:22])[CH2:19][CH2:18][C@@:13]4([C:14]=2[CH:15]=1)[C@H:8]3[CH2:9][CH2:10][CH2:11][CH2:12]4.